From a dataset of Forward reaction prediction with 1.9M reactions from USPTO patents (1976-2016). Predict the product of the given reaction. (1) Given the reactants [NH2:1][C@@H:2]([CH2:8][CH2:9][CH3:10])[C:3]([O:5][CH2:6][CH3:7])=[O:4].C(N(CC)CC)C.C(#N)C.Br[C@H:22]([CH3:37])[C:23]([N:25]1[C@@H:33]2[C@@H:28]([CH2:29][CH2:30][CH2:31][CH2:32]2)[CH2:27][C@H:26]1[C:34]([OH:36])=[O:35])=[O:24], predict the reaction product. The product is: [CH2:6]([O:5][C:3]([C@@H:2]([NH:1][C@@H:22]([CH3:37])[C:23]([N:25]1[C@@H:33]2[C@@H:28]([CH2:29][CH2:30][CH2:31][CH2:32]2)[CH2:27][C@H:26]1[C:34]([OH:36])=[O:35])=[O:24])[CH2:8][CH2:9][CH3:10])=[O:4])[CH3:7]. (2) Given the reactants Br[C:2]1[CH:16]=[CH:15][C:5]([O:6][C:7]2[N:12]=[CH:11][C:10]([CH:13]=[O:14])=[CH:9][CH:8]=2)=[CH:4][CH:3]=1.[CH:17]1(B2OC(C)(C)C(C)(C)O2)[CH2:19][CH2:18]1.C(=O)([O-])[O-].[Cs+].[Cs+].C1(C)C=CC=CC=1, predict the reaction product. The product is: [CH:17]1([C:2]2[CH:16]=[CH:15][C:5]([O:6][C:7]3[N:12]=[CH:11][C:10]([CH:13]=[O:14])=[CH:9][CH:8]=3)=[CH:4][CH:3]=2)[CH2:19][CH2:18]1.